From a dataset of Reaction yield outcomes from USPTO patents with 853,638 reactions. Predict the reaction yield, written as a fraction of the theoretical maximum amount of product (1.0 means a 100% yield; for example, 0.34 means a 34% yield). (1) The reactants are C[O:2][C:3]([C@@H:5]1[O:9][C:8](=[O:10])[N:7]([C:11]2[CH:22]=[CH:21][C:14]3[N:15]([CH3:20])[C:16](=[O:19])[CH2:17][S:18][C:13]=3[CH:12]=2)[CH2:6]1)=O.[NH3:23]. The catalyst is CO. The product is [CH3:20][N:15]1[C:14]2[CH:21]=[CH:22][C:11]([N:7]3[CH2:6][C@H:5]([C:3]([NH2:23])=[O:2])[O:9][C:8]3=[O:10])=[CH:12][C:13]=2[S:18][CH2:17][C:16]1=[O:19]. The yield is 0.570. (2) The reactants are [Cl:1][C:2]1[CH:19]=[C:18]([O:20][CH2:21][CH:22]=[C:23]([Cl:25])[Cl:24])[CH:17]=[C:16]([Cl:26])[C:3]=1[O:4][CH2:5][CH2:6][CH2:7][C:8]1[CH:15]=[CH:14][C:11]([CH:12]=O)=[CH:10][CH:9]=1.Cl.[C:28]([O:32][NH2:33])([CH3:31])([CH3:30])[CH3:29].Cl. The catalyst is N1C=CC=CC=1. The product is [C:28]([O:32][N:33]=[CH:12][C:11]1[CH:14]=[CH:15][C:8]([CH2:7][CH2:6][CH2:5][O:4][C:3]2[C:2]([Cl:1])=[CH:19][C:18]([O:20][CH2:21][CH:22]=[C:23]([Cl:25])[Cl:24])=[CH:17][C:16]=2[Cl:26])=[CH:9][CH:10]=1)([CH3:31])([CH3:30])[CH3:29]. The yield is 0.750. (3) The reactants are [CH:1]([N:4]1[C:8]([C:9]2[S:10][C:11]3[CH2:12][CH2:13][O:14][C:15]4[CH:22]=[CH:21][C:20]([C:23]5[C:24](=[O:29])[NH:25][CH:26]=[CH:27][CH:28]=5)=[CH:19][C:16]=4[C:17]=3[N:18]=2)=[N:7][CH:6]=[N:5]1)([CH3:3])[CH3:2].I[CH:31]([CH3:33])[CH3:32]. No catalyst specified. The product is [CH:31]([N:25]1[CH:26]=[CH:27][CH:28]=[C:23]([C:20]2[CH:21]=[CH:22][C:15]3[O:14][CH2:13][CH2:12][C:11]4[S:10][C:9]([C:8]5[N:4]([CH:1]([CH3:3])[CH3:2])[N:5]=[CH:6][N:7]=5)=[N:18][C:17]=4[C:16]=3[CH:19]=2)[C:24]1=[O:29])([CH3:33])[CH3:32]. The yield is 0.120. (4) The reactants are [Br:1][C:2]1[CH:7]=[CH:6][CH:5]=[C:4]([Cl:8])[C:3]=1[CH2:9][OH:10].[CH2:11]1[CH2:16][O:15][CH:14]=[CH:13][CH2:12]1.CC1C=CC(S(O)(=O)=O)=CC=1. The catalyst is C1COCC1. The product is [Br:1][C:2]1[CH:7]=[CH:6][CH:5]=[C:4]([Cl:8])[C:3]=1[CH2:9][O:10][CH:14]1[CH2:13][CH2:12][CH2:11][CH2:16][O:15]1. The yield is 0.880. (5) The product is [CH3:1][N:2]1[CH2:7][CH2:6][CH2:5][C@@H:4]([CH2:8][O:9][C:10]2[C:18]3[C:17]4[CH:19]=[C:20]([C:23]#[N:24])[N:21]=[CH:22][C:16]=4[NH:15][C:14]=3[N:13]=[CH:12][CH:11]=2)[CH2:3]1. The reactants are [CH3:1][N:2]1[CH2:7][CH2:6][CH2:5][C@@H:4]([CH2:8][O:9][C:10]2[C:18]3[C:17]4[CH:19]=[C:20]([C:23]#[N:24])[N:21]=[CH:22][C:16]=4[N:15](COCC[Si](C)(C)C)[C:14]=3[N:13]=[CH:12][CH:11]=2)[CH2:3]1.Br.[OH-].[Na+].Cl. The catalyst is O1CCOCC1. The yield is 0.700. (6) The reactants are [NH2:1][C:2]1[CH:3]=[C:4]([CH:30]=[CH:31][CH:32]=1)[CH2:5][N:6]1[C:15]2[C:10](=[CH:11][C:12]([O:16][CH2:17][C:18]#[CH:19])=[CH:13][CH:14]=2)[C:9]([C:20]2[CH:25]=[CH:24][C:23]([CH:26]([CH3:28])[CH3:27])=[CH:22][CH:21]=2)=[N:8][C:7]1=[O:29].[Cl:33][CH2:34][C:35](Cl)=[O:36].C(N(CC)CC)C.O.C(Cl)Cl. The catalyst is C(Cl)Cl. The product is [Cl:33][CH2:34][C:35]([NH:1][C:2]1[CH:32]=[CH:31][CH:30]=[C:4]([CH2:5][N:6]2[C:15]3[C:10](=[CH:11][C:12]([O:16][CH2:17][C:18]#[CH:19])=[CH:13][CH:14]=3)[C:9]([C:20]3[CH:25]=[CH:24][C:23]([CH:26]([CH3:27])[CH3:28])=[CH:22][CH:21]=3)=[N:8][C:7]2=[O:29])[CH:3]=1)=[O:36]. The yield is 0.950.